Task: Predict the reactants needed to synthesize the given product.. Dataset: Full USPTO retrosynthesis dataset with 1.9M reactions from patents (1976-2016) (1) Given the product [Cl:18][C:19]1[N:24]=[C:23]([NH:8][CH2:7][CH:1]2[CH2:6][CH2:5][CH2:4][CH2:3][CH2:2]2)[C:22]([N+:26]([O-:28])=[O:27])=[CH:21][N:20]=1, predict the reactants needed to synthesize it. The reactants are: [CH:1]1([CH2:7][NH2:8])[CH2:6][CH2:5][CH2:4][CH2:3][CH2:2]1.C(N(CC)C(C)C)(C)C.[Cl:18][C:19]1[N:24]=[C:23](Cl)[C:22]([N+:26]([O-:28])=[O:27])=[CH:21][N:20]=1. (2) Given the product [NH:1]1[CH:5]=[C:4]([C:13]#[N:14])[CH:3]=[C:2]1[C:11]#[N:10], predict the reactants needed to synthesize it. The reactants are: [NH:1]1[CH:5]=[CH:4][CH:3]=[CH:2]1.ClS([N:10]=[C:11]=O)(=O)=O.[CH3:13][N:14](C=O)C.[OH-].[Na+]. (3) The reactants are: S([O-])([O-])=O.[Na+].[Na+].[C:7]([N:10]1[C:18]2[C:13](=[CH:14][CH:15]=[CH:16][CH:17]=2)[C:12]([O:19]C(=O)C)=[CH:11]1)(=[O:9])[CH3:8]. Given the product [C:7]([N:10]1[C:18]2[C:13](=[CH:14][CH:15]=[CH:16][CH:17]=2)[C:12](=[O:19])[CH2:11]1)(=[O:9])[CH3:8], predict the reactants needed to synthesize it. (4) The reactants are: [Cl:1][C:2]1[CH:11]=[CH:10][CH:9]=[C:8]2[C:3]=1[C:4](=[O:30])[N:5]([C:23]1[CH:28]=[CH:27][C:26]([F:29])=[CH:25][CH:24]=1)[C:6]([C@@H:12]([NH:15]C(=O)OC(C)(C)C)[CH2:13][CH3:14])=[N:7]2.Cl. Given the product [NH2:15][C@H:12]([C:6]1[N:5]([C:23]2[CH:28]=[CH:27][C:26]([F:29])=[CH:25][CH:24]=2)[C:4](=[O:30])[C:3]2[C:8](=[CH:9][CH:10]=[CH:11][C:2]=2[Cl:1])[N:7]=1)[CH2:13][CH3:14], predict the reactants needed to synthesize it. (5) Given the product [C:20]([C:22]1([C:28]2[N:33]=[CH:32][C:31]([NH:34][C:35]([C:37]3[CH:38]=[N:39][N:40]([C:43]4[CH:48]=[CH:47][C:46]([C:49]([F:52])([F:51])[F:50])=[CH:45][N:44]=4)[C:41]=3[CH3:42])=[O:36])=[CH:30][CH:29]=2)[CH2:23][CH2:24][N:25]([CH:3]2[CH2:2][O:1][CH2:4]2)[CH2:26][CH2:27]1)#[N:21], predict the reactants needed to synthesize it. The reactants are: [O:1]1[CH2:4][C:3](=O)[CH2:2]1.C(O[BH-](OC(=O)C)OC(=O)C)(=O)C.[Na+].[C:20]([C:22]1([C:28]2[N:33]=[CH:32][C:31]([NH:34][C:35]([C:37]3[CH:38]=[N:39][N:40]([C:43]4[CH:48]=[CH:47][C:46]([C:49]([F:52])([F:51])[F:50])=[CH:45][N:44]=4)[C:41]=3[CH3:42])=[O:36])=[CH:30][CH:29]=2)[CH2:27][CH2:26][NH:25][CH2:24][CH2:23]1)#[N:21].C(=O)(O)[O-].[Na+]. (6) Given the product [CH2:7]([N:5]1[N:4]=[N:3][C:2]([NH:1][C:23]([CH:21]2[C:22]3[CH:9]=[CH:10][CH:11]=[CH:12][C:13]=3[O:14][C:15]3[C:20]2=[CH:19][CH:18]=[CH:17][CH:16]=3)=[O:24])=[N:6]1)[CH3:8], predict the reactants needed to synthesize it. The reactants are: [NH2:1][C:2]1[N:3]=[N:4][N:5]([CH2:7][CH3:8])[N:6]=1.[CH:9]1[C:22]2[CH:21]([C:23](Cl)=[O:24])[C:20]3[C:15](=[CH:16][CH:17]=[CH:18][CH:19]=3)[O:14][C:13]=2[CH:12]=[CH:11][CH:10]=1. (7) The reactants are: ClC1N=C(C2SC(C(C)C)=NC=2C2C=C(C=CC=2)N)C=CN=1.C(OC(=O)[NH:28][C:29]1[CH:34]=[CH:33][CH:32]=[C:31]([C:35]2[N:36]=[C:37]([C:47]([CH3:50])([CH3:49])[CH3:48])[O:38][C:39]=2[C:40]2[CH:45]=[CH:44][N:43]=[C:42]([Cl:46])[N:41]=2)[C:30]=1[F:51])C=C.C([SnH](CCCC)CCCC)CCC. Given the product [Cl:46][C:42]1[N:41]=[C:40]([C:39]2[O:38][C:37]([C:47]([CH3:50])([CH3:49])[CH3:48])=[N:36][C:35]=2[C:31]2[C:30]([F:51])=[C:29]([CH:34]=[CH:33][CH:32]=2)[NH2:28])[CH:45]=[CH:44][N:43]=1, predict the reactants needed to synthesize it.